Dataset: NCI-60 drug combinations with 297,098 pairs across 59 cell lines. Task: Regression. Given two drug SMILES strings and cell line genomic features, predict the synergy score measuring deviation from expected non-interaction effect. (1) Drug 1: C1=CC(=C2C(=C1NCCNCCO)C(=O)C3=C(C=CC(=C3C2=O)O)O)NCCNCCO. Drug 2: CS(=O)(=O)CCNCC1=CC=C(O1)C2=CC3=C(C=C2)N=CN=C3NC4=CC(=C(C=C4)OCC5=CC(=CC=C5)F)Cl. Cell line: SF-268. Synergy scores: CSS=50.8, Synergy_ZIP=7.88, Synergy_Bliss=7.92, Synergy_Loewe=-19.9, Synergy_HSA=6.23. (2) Drug 1: CC(C1=C(C=CC(=C1Cl)F)Cl)OC2=C(N=CC(=C2)C3=CN(N=C3)C4CCNCC4)N. Drug 2: COC1=C(C=C2C(=C1)N=CN=C2NC3=CC(=C(C=C3)F)Cl)OCCCN4CCOCC4. Cell line: A549. Synergy scores: CSS=47.7, Synergy_ZIP=6.72, Synergy_Bliss=11.0, Synergy_Loewe=14.2, Synergy_HSA=14.6. (3) Drug 1: C1=NC2=C(N=C(N=C2N1C3C(C(C(O3)CO)O)F)Cl)N. Drug 2: CC1=C(N=C(N=C1N)C(CC(=O)N)NCC(C(=O)N)N)C(=O)NC(C(C2=CN=CN2)OC3C(C(C(C(O3)CO)O)O)OC4C(C(C(C(O4)CO)O)OC(=O)N)O)C(=O)NC(C)C(C(C)C(=O)NC(C(C)O)C(=O)NCCC5=NC(=CS5)C6=NC(=CS6)C(=O)NCCC[S+](C)C)O. Cell line: NCIH23. Synergy scores: CSS=64.4, Synergy_ZIP=-5.81, Synergy_Bliss=-1.70, Synergy_Loewe=2.05, Synergy_HSA=2.49.